From a dataset of Peptide-MHC class II binding affinity with 134,281 pairs from IEDB. Regression. Given a peptide amino acid sequence and an MHC pseudo amino acid sequence, predict their binding affinity value. This is MHC class II binding data. The peptide sequence is SGVAATESAYLAYRN. The MHC is HLA-DQA10101-DQB10501 with pseudo-sequence HLA-DQA10101-DQB10501. The binding affinity (normalized) is 0.426.